The task is: Predict the reactants needed to synthesize the given product.. This data is from Full USPTO retrosynthesis dataset with 1.9M reactions from patents (1976-2016). (1) Given the product [CH3:15][S:14][C:8]1[CH:13]=[CH:12][C:11]([C:1](=[O:7])[CH2:2][CH2:3][C:4]([OH:6])=[O:5])=[CH:10][CH:9]=1, predict the reactants needed to synthesize it. The reactants are: [C:1]1(=[O:7])[O:6][C:4](=[O:5])[CH2:3][CH2:2]1.[C:8]1([S:14][CH3:15])[CH:13]=[CH:12][CH:11]=[CH:10][CH:9]=1.[Cl-].[Al+3].[Cl-].[Cl-].Cl. (2) Given the product [Cl:34][C:32]1[CH:31]=[CH:30][C:11]([O:12][C:13]2[CH:18]=[CH:17][C:16]([S:19]([NH:22][C:23]3[N:24]=[CH:25][S:26][CH:27]=3)(=[O:21])=[O:20])=[CH:15][C:14]=2[C:28]#[N:29])=[C:10]([C:9]2[N:5]([CH:3]3[CH2:2][N:1]([CH2:35][CH3:36])[CH2:4]3)[N:6]=[CH:7][CH:8]=2)[CH:33]=1, predict the reactants needed to synthesize it. The reactants are: [NH:1]1[CH2:4][CH:3]([N:5]2[C:9]([C:10]3[CH:33]=[C:32]([Cl:34])[CH:31]=[CH:30][C:11]=3[O:12][C:13]3[CH:18]=[CH:17][C:16]([S:19]([NH:22][C:23]4[N:24]=[CH:25][S:26][CH:27]=4)(=[O:21])=[O:20])=[CH:15][C:14]=3[C:28]#[N:29])=[CH:8][CH:7]=[N:6]2)[CH2:2]1.[CH2:35](N(CC)CC)[CH3:36].C(O[BH-](OC(=O)C)OC(=O)C)(=O)C.[Na+].C(=O)C. (3) The reactants are: [CH2:1](Br)[C:2]1[CH:7]=[CH:6][CH:5]=[CH:4][CH:3]=1.C([O-])([O-])=O.[K+].[K+].[CH3:15][O:16][C:17](=[O:27])[CH2:18][CH2:19][C:20]1[CH:25]=[CH:24][C:23]([OH:26])=[CH:22][CH:21]=1. Given the product [CH3:15][O:16][C:17](=[O:27])[CH2:18][CH2:19][C:20]1[CH:25]=[CH:24][C:23]([O:26][CH2:1][C:2]2[CH:7]=[CH:6][CH:5]=[CH:4][CH:3]=2)=[CH:22][CH:21]=1, predict the reactants needed to synthesize it. (4) Given the product [CH:1]1([O:4][C:5]2[CH:6]=[C:7]([C:15]3[NH:32][C:18]4[CH:19]=[N:20][NH:21][C:22](=[O:23])[C:17]=4[C:16]=3[CH2:33][CH2:34][C:35]3[CH:36]=[CH:37][CH:38]=[CH:39][CH:40]=3)[CH:8]=[CH:9][C:10]=2[O:11][CH:12]([F:13])[F:14])[CH2:3][CH2:2]1, predict the reactants needed to synthesize it. The reactants are: [CH:1]1([O:4][C:5]2[CH:6]=[C:7]([C:15]3[NH:32][C:18]4[CH:19]=[N:20][N:21](COCC[Si](C)(C)C)[C:22](=[O:23])[C:17]=4[C:16]=3[CH2:33][CH2:34][C:35]3[CH:40]=[CH:39][CH:38]=[CH:37][CH:36]=3)[CH:8]=[CH:9][C:10]=2[O:11][CH:12]([F:14])[F:13])[CH2:3][CH2:2]1.C1(OC2C=C(C3NC4C=NN(COCC[Si](C)(C)C)C(=O)C=4C=3CCC)C=CC=2OC(F)F)CC1.